Dataset: Reaction yield outcomes from USPTO patents with 853,638 reactions. Task: Predict the reaction yield, written as a fraction of the theoretical maximum amount of product (1.0 means a 100% yield; for example, 0.34 means a 34% yield). (1) The reactants are [CH2:1]([O:8][CH2:9][CH2:10][C@H:11]1[CH2:16][CH2:15][C@H:14]([CH:17]=O)[CH2:13][CH2:12]1)[C:2]1[CH:7]=[CH:6][CH:5]=[CH:4][CH:3]=1.[C:19]([S@:23]([NH2:25])=[O:24])([CH3:22])([CH3:21])[CH3:20]. The catalyst is C1COCC1.[O-]CC.[Ti+4].[O-]CC.[O-]CC.[O-]CC. The product is [CH2:1]([O:8][CH2:9][CH2:10][C@H:11]1[CH2:16][CH2:15][C@H:14](/[CH:17]=[N:25]/[S@@:23]([C:19]([CH3:22])([CH3:21])[CH3:20])=[O:24])[CH2:13][CH2:12]1)[C:2]1[CH:7]=[CH:6][CH:5]=[CH:4][CH:3]=1. The yield is 0.920. (2) The reactants are [O:1]1[C:5]2[CH:6]=[CH:7][CH:8]=[CH:9][C:4]=2[CH:3]=[C:2]1[CH:10]=O.CN.CC(O)=O.[BH3-][C:19]#[N:20].[Na+]. The catalyst is CO. The product is [CH3:19][NH:20][CH2:10][C:2]1[O:1][C:5]2[CH:6]=[CH:7][CH:8]=[CH:9][C:4]=2[CH:3]=1. The yield is 0.500. (3) The reactants are [Br:1][C:2]1[C:7]([O:8][CH3:9])=[CH:6][CH:5]=[CH:4][C:3]=1[O:10][CH3:11].[Br:12]N1C(=O)CCC1=O. The catalyst is C(#N)C. The product is [Br:1][C:2]1[C:7]([O:8][CH3:9])=[CH:6][CH:5]=[C:4]([Br:12])[C:3]=1[O:10][CH3:11]. The yield is 0.950. (4) The reactants are [NH:1]([C:6]([O:8][C:9]([CH3:12])([CH3:11])[CH3:10])=[O:7])[CH2:2][C:3]([OH:5])=O.ON1C2C=CC=CC=2N=N1.Cl.CN(C)CCCN=C=NCC.[OH-].[Na+].Cl.[C:38]([NH:46][C@H:47]1[CH2:51][NH:50][C@H:49]([C:52]([O:54][CH3:55])=[O:53])[CH2:48]1)(=[O:45])[C:39]1[CH:44]=[CH:43][CH:42]=[CH:41][CH:40]=1. The catalyst is C1COCC1. The product is [CH3:55][O:54][C:52]([C@@H:49]1[CH2:48][C@@H:47]([NH:46][C:38](=[O:45])[C:39]2[CH:44]=[CH:43][CH:42]=[CH:41][CH:40]=2)[CH2:51][N:50]1[C:3](=[O:5])[CH2:2][NH:1][C:6]([O:8][C:9]([CH3:12])([CH3:11])[CH3:10])=[O:7])=[O:53]. The yield is 0.740. (5) The reactants are C([O:3][C:4](=O)[CH:5]([C:11]1[CH:16]=[N:15][C:14]([NH:17][C:18](=[O:37])[C@@H:19]([C:26]2[CH:31]=[CH:30][C:29]([S:32]([CH3:35])(=[O:34])=[O:33])=[C:28]([Cl:36])[CH:27]=2)[CH2:20][CH:21]2[CH2:25][CH2:24][CH2:23][CH2:22]2)=[CH:13][N:12]=1)[C:6](OCC)=[O:7])C.[H-].C([Al+]CC(C)C)C(C)C.O.C(OCC)(=O)C. The catalyst is O1CCCC1. The product is [Cl:36][C:28]1[CH:27]=[C:26]([C@@H:19]([CH2:20][CH:21]2[CH2:25][CH2:24][CH2:23][CH2:22]2)[C:18]([NH:17][C:14]2[CH:13]=[N:12][C:11]([CH:5]([CH2:6][OH:7])[CH2:4][OH:3])=[CH:16][N:15]=2)=[O:37])[CH:31]=[CH:30][C:29]=1[S:32]([CH3:35])(=[O:34])=[O:33]. The yield is 0.110. (6) The catalyst is CCO.O. The yield is 0.0460. The product is [S:1]1[CH:5]=[CH:4][CH:3]=[C:2]1[C:6]1[CH:13]=[CH:12][C:9]([CH:10]2[NH:15][CH2:16][CH2:17][S:18]2)=[CH:8][CH:7]=1. The reactants are [S:1]1[CH:5]=[CH:4][CH:3]=[C:2]1[C:6]1[CH:13]=[CH:12][C:9]([CH:10]=O)=[CH:8][CH:7]=1.Cl.[NH2:15][CH2:16][CH2:17][SH:18]. (7) The reactants are [CH2:1]([N:3]1[C:7](=[NH:8])/[C:6](=[CH:9]/[C:10]2[CH:15]=[CH:14][C:13]([O:16]CC3C=CC(OC)=CC=3)=[C:12]([O:26][CH3:27])[CH:11]=2)/[NH:5][C:4]1=[O:28])[CH3:2]. The catalyst is FC(F)(F)C(O)=O. The product is [CH2:1]([N:3]1[C:7](=[NH:8])/[C:6](=[CH:9]/[C:10]2[CH:15]=[CH:14][C:13]([OH:16])=[C:12]([O:26][CH3:27])[CH:11]=2)/[NH:5][C:4]1=[O:28])[CH3:2]. The yield is 0.870. (8) The reactants are C([O:8][C:9]([C@@H:11]1[CH2:15][CH2:14][CH2:13][N:12]1[CH2:16][CH2:17][C:18]([O:20][C:21]([CH3:24])([CH3:23])[CH3:22])=[O:19])=[O:10])C1C=CC=CC=1. The catalyst is [Pd]. The product is [C:21]([O:20][C:18]([CH2:17][CH2:16][N:12]1[CH2:13][CH2:14][CH2:15][C@H:11]1[C:9]([OH:10])=[O:8])=[O:19])([CH3:24])([CH3:22])[CH3:23]. The yield is 0.990. (9) The reactants are [C:1]([C:5]1[CH:6]=[C:7]([OH:18])[CH:8]=[CH:9][C:10]=1[O:11][C:12](=[O:17])[C:13]([CH3:16])([CH3:15])[CH3:14])([CH3:4])([CH3:3])[CH3:2].[H-].[Na+].[CH2:21]([O:23][CH:24]([O:27][CH2:28][CH3:29])[CH2:25]Br)[CH3:22]. The catalyst is CN(C)C=O. The product is [C:1]([C:5]1[CH:6]=[C:7]([O:18][CH2:25][CH:24]([O:27][CH2:28][CH3:29])[O:23][CH2:21][CH3:22])[CH:8]=[CH:9][C:10]=1[O:11][C:12](=[O:17])[C:13]([CH3:16])([CH3:15])[CH3:14])([CH3:4])([CH3:2])[CH3:3]. The yield is 0.210.